Dataset: Reaction yield outcomes from USPTO patents with 853,638 reactions. Task: Predict the reaction yield, written as a fraction of the theoretical maximum amount of product (1.0 means a 100% yield; for example, 0.34 means a 34% yield). (1) The reactants are P(OCC)(OCC)OCC.[NH2:11][C:12]1[C:17]([C:18]#[N:19])=[N:16][C:15]([C:20]2[O:21][CH:22]=[CH:23][CH:24]=2)=[CH:14][N+:13]=1[O-]. The catalyst is O. The product is [NH2:11][C:12]1[C:17]([C:18]#[N:19])=[N:16][C:15]([C:20]2[O:21][CH:22]=[CH:23][CH:24]=2)=[CH:14][N:13]=1. The yield is 0.990. (2) The reactants are [N:1]1[CH:6]=[CH:5][CH:4]=[CH:3][C:2]=1[C:7]1[C:11]([CH2:12][O:13][C:14]2[N:15]=[CH:16][C:17]([C:20]([OH:22])=O)=[N:18][CH:19]=2)=[CH:10][O:9][N:8]=1.CC1O[N:27]=[C:26](C2C=CC=CC=2)[C:25]=1[CH2:35][O:36][C:37]1N=CC(C(O)=O)=N[CH:42]=1.NC1CCOCC1. No catalyst specified. The product is [O:36]1[CH2:35][CH2:25][CH:26]([NH:27][C:20]([C:17]2[CH:16]=[N:15][C:14]([O:13][CH2:12][C:11]3[C:7]([C:2]4[CH:3]=[CH:4][CH:5]=[CH:6][N:1]=4)=[N:8][O:9][CH:10]=3)=[CH:19][N:18]=2)=[O:22])[CH2:42][CH2:37]1. The yield is 0.870. (3) The reactants are [CH2:1]([O:3][C:4]([C:6]1[S:10][C:9]2[CH:11]=[CH:12][C:13]([N+]([O-])=O)=[CH:14][C:8]=2[CH:7]=1)=[O:5])[CH3:2].[CH2:18]=O.[C:20]([BH3-])#[N:21].[Na+]. The catalyst is [Pd].C(O)C.CO.[Cl-].[Zn+2].[Cl-]. The product is [CH2:1]([O:3][C:4]([C:6]1[S:10][C:9]2[CH:11]=[CH:12][C:13]([N:21]([CH3:20])[CH3:18])=[CH:14][C:8]=2[CH:7]=1)=[O:5])[CH3:2]. The yield is 0.600. (4) The reactants are [N+:1]([C:4]1[CH:12]=[C:11]2[C:7]([CH2:8][O:9][C:10]2=[O:13])=[CH:6][CH:5]=1)([O-])=O.O.O.Cl[Sn]Cl. The product is [NH2:1][C:4]1[CH:12]=[C:11]2[C:7]([CH2:8][O:9][C:10]2=[O:13])=[CH:6][CH:5]=1. The yield is 0.780. The catalyst is Cl.O. (5) The reactants are [C:1](OC(=O)C)(=[O:3])[CH3:2].[CH3:8][O:9][C:10]1[CH:19]=[C:18]([O:20][CH3:21])[CH:17]=[C:16]2[C:11]=1[C:12](=[O:37])[NH:13][C:14]([C:22]1[CH:27]=[CH:26][C:25]([O:28][CH3:29])=[CH:24][C:23]=1[NH:30][CH:31]1[CH2:36][CH2:35][NH:34][CH2:33][CH2:32]1)=[N:15]2.C(N(CC)CC)C. The catalyst is ClCCl. The product is [C:1]([N:34]1[CH2:33][CH2:32][CH:31]([NH:30][C:23]2[CH:24]=[C:25]([O:28][CH3:29])[CH:26]=[CH:27][C:22]=2[C:14]2[NH:13][C:12](=[O:37])[C:11]3[C:16](=[CH:17][C:18]([O:20][CH3:21])=[CH:19][C:10]=3[O:9][CH3:8])[N:15]=2)[CH2:36][CH2:35]1)(=[O:3])[CH3:2]. The yield is 0.920. (6) The reactants are [Cl-].O[NH3+:3].[C:4](=[O:7])([O-])[OH:5].[Na+].CS(C)=O.[CH2:13]([C:15]1[N:16]([C:40]2[CH:41]=[N:42][C:43]([O:46][CH:47]3[CH2:52][CH2:51][O:50][CH2:49][CH2:48]3)=[CH:44][CH:45]=2)[C:17](=[O:39])[C:18]([CH2:24][C:25]2[CH:30]=[CH:29][C:28]([C:31]3[C:32]([C:37]#[N:38])=[CH:33][CH:34]=[CH:35][CH:36]=3)=[CH:27][CH:26]=2)=[C:19]([CH2:21][CH2:22][CH3:23])[N:20]=1)[CH3:14]. The catalyst is C(OCC)(=O)C. The product is [CH2:13]([C:15]1[N:16]([C:40]2[CH:41]=[N:42][C:43]([O:46][CH:47]3[CH2:52][CH2:51][O:50][CH2:49][CH2:48]3)=[CH:44][CH:45]=2)[C:17](=[O:39])[C:18]([CH2:24][C:25]2[CH:30]=[CH:29][C:28]([C:31]3[CH:36]=[CH:35][CH:34]=[CH:33][C:32]=3[C:37]3[NH:3][C:4](=[O:7])[O:5][N:38]=3)=[CH:27][CH:26]=2)=[C:19]([CH2:21][CH2:22][CH3:23])[N:20]=1)[CH3:14]. The yield is 0.270.